The task is: Predict the reaction yield, written as a fraction of the theoretical maximum amount of product (1.0 means a 100% yield; for example, 0.34 means a 34% yield).. This data is from Reaction yield outcomes from USPTO patents with 853,638 reactions. (1) The yield is 1.00. The reactants are [Br:1][C:2]1[C:7]([F:8])=[CH:6][C:5]([N:9]2[CH:14]=[C:13]([O:15][CH3:16])[C:12](=[O:17])[C:11]([C:18]([O:20]C)=[O:19])=[N:10]2)=[C:4]([F:22])[CH:3]=1.[OH-].[Na+].Cl. The product is [Br:1][C:2]1[C:7]([F:8])=[CH:6][C:5]([N:9]2[CH:14]=[C:13]([O:15][CH3:16])[C:12](=[O:17])[C:11]([C:18]([OH:20])=[O:19])=[N:10]2)=[C:4]([F:22])[CH:3]=1. The catalyst is CCO. (2) No catalyst specified. The yield is 0.430. The product is [CH3:22][O:23][C:24]1[C:32]([O:33][CH3:34])=[C:31]([O:35][CH3:36])[CH:30]=[C:29]([CH3:37])[C:25]=1[C:26]([C:7]1[C:8]([O:15][CH3:16])=[N:9][CH:10]=[C:11]([Cl:14])[C:12]=1[CH3:13])=[O:27]. The reactants are C([Mg]Cl)(C)C.Br[C:7]1[C:8]([O:15][CH3:16])=[N:9][CH:10]=[C:11]([Cl:14])[C:12]=1[CH3:13].[Cu]C#N.[Cl-].[Li+].[CH3:22][O:23][C:24]1[C:32]([O:33][CH3:34])=[C:31]([O:35][CH3:36])[CH:30]=[C:29]([CH3:37])[C:25]=1[C:26](Cl)=[O:27].COC1C(OC)=C(OC)C=C(C)C=1C(O)=O.S(Cl)(Cl)=O.